Dataset: Reaction yield outcomes from USPTO patents with 853,638 reactions. Task: Predict the reaction yield, written as a fraction of the theoretical maximum amount of product (1.0 means a 100% yield; for example, 0.34 means a 34% yield). (1) The reactants are [Cl:1][C:2]1[C:3]([NH:26][C@@H:27]2[C@@H:32]3[CH2:33][C@@H:29]([CH:30]=[CH:31]3)[C@@H:28]2[C:34]([NH2:36])=[O:35])=[C:4]2[N:10]=[C:9]([C:11]3[CH:16]=[CH:15][C:14]([CH2:17][N:18]4[CH2:23][CH2:22][NH:21][CH2:20][CH2:19]4)=[CH:13][C:12]=3[O:24][CH3:25])[NH:8][C:5]2=[N:6][CH:7]=1.[C:37](OC(=O)C)(=[O:39])[CH3:38].C(N(CC)CC)C. The catalyst is ClCCl. The product is [C:37]([N:21]1[CH2:22][CH2:23][N:18]([CH2:17][C:14]2[CH:15]=[CH:16][C:11]([C:9]3[NH:8][C:5]4=[N:6][CH:7]=[C:2]([Cl:1])[C:3]([NH:26][C@@H:27]5[C@H:32]6[CH2:33][C@@H:29]([CH:30]=[CH:31]6)[C@@H:28]5[C:34]([NH2:36])=[O:35])=[C:4]4[N:10]=3)=[C:12]([O:24][CH3:25])[CH:13]=2)[CH2:19][CH2:20]1)(=[O:39])[CH3:38]. The yield is 0.300. (2) The reactants are [NH2:1][C:2]1[S:3][C:4]2C=[C:9]([O:11][C:12]3[CH:13]=[CH:14][C:15]([CH3:32])=[C:16]([NH:18][C:19](=[O:31])[C:20]4[CH:25]=[CH:24][CH:23]=[C:22]([C:26]([C:29]#[N:30])([CH3:28])[CH3:27])[CH:21]=4)[CH:17]=3)[CH:8]=[CH:7][C:5]=2[N:6]=1.C([O:36][CH2:37][C:38](Cl)=[O:39])(=O)C.[N:41]1C=CC=CC=1. No catalyst specified. The product is [C:29]([C:26]([C:22]1[CH:21]=[C:20]([CH:25]=[CH:24][CH:23]=1)[C:19]([NH:18][C:16]1[CH:17]=[C:12]([O:11][C:9]2[N:41]=[C:4]3[S:3][C:2]([NH:1][C:38](=[O:39])[CH2:37][OH:36])=[N:6][C:5]3=[CH:7][CH:8]=2)[CH:13]=[CH:14][C:15]=1[CH3:32])=[O:31])([CH3:28])[CH3:27])#[N:30]. The yield is 0.500.